From a dataset of Retrosynthesis with 50K atom-mapped reactions and 10 reaction types from USPTO. Predict the reactants needed to synthesize the given product. (1) Given the product O=C(O)c1c(F)cccc1NC1CCN(Cc2ccccc2)CC1, predict the reactants needed to synthesize it. The reactants are: NC1CCN(Cc2ccccc2)CC1.O=C(O)c1c(F)cccc1Cl. (2) Given the product COC(=O)COc1c(C=O)cc(OC2CCCCO2)c(C)c1C, predict the reactants needed to synthesize it. The reactants are: COC(=O)CBr.Cc1c(OC2CCCCO2)cc(C=O)c(O)c1C. (3) Given the product CC(C)n1ncnc1-c1cn2c(n1)-c1ccncc1OCC2, predict the reactants needed to synthesize it. The reactants are: CC(C)n1ncnc1-c1cn2c(n1)-c1cc(Cl)ncc1OCC2. (4) Given the product O=c1cc(-c2ccc(OCc3ccc4ccccc4n3)cc2)oc(N2CCOCC2)c1, predict the reactants needed to synthesize it. The reactants are: ClCc1ccc2ccccc2n1.O=c1cc(-c2ccc(O)cc2)oc(N2CCOCC2)c1.